This data is from Full USPTO retrosynthesis dataset with 1.9M reactions from patents (1976-2016). The task is: Predict the reactants needed to synthesize the given product. (1) The reactants are: [CH2:1]([C:5]1[N:10]2[N:11]=[CH:12][N:13]=[C:9]2[N:8]([CH:14]2[CH2:25][CH2:24][C:17]3([O:21][CH:20]([CH3:22])[CH:19]([CH3:23])[O:18]3)[CH2:16][CH2:15]2)[C:7](=[O:26])[C:6]=1[CH2:27][C:28]1[CH:33]=[CH:32][C:31]([C:34]2[C:35]([C:40]#[N:41])=[CH:36][CH:37]=[CH:38][CH:39]=2)=[CH:30][CH:29]=1)[CH2:2][CH2:3][CH3:4].C([BH3-])#N.[Na+].O1CCCC1. Given the product [CH2:1]([C:5]1[N:10]2[N:11]=[CH:12][N:13]=[C:9]2[N:8]([C@H:14]2[CH2:25][CH2:24][C@H:17]([O:18][CH:19]([CH3:23])[CH:20]([OH:21])[CH3:22])[CH2:16][CH2:15]2)[C:7](=[O:26])[C:6]=1[CH2:27][C:28]1[CH:33]=[CH:32][C:31]([C:34]2[C:35]([C:40]#[N:41])=[CH:36][CH:37]=[CH:38][CH:39]=2)=[CH:30][CH:29]=1)[CH2:2][CH2:3][CH3:4], predict the reactants needed to synthesize it. (2) Given the product [Si:1]([O:8][CH2:9][C@:10]1([CH3:39])[S:16][CH2:15][CH2:14][N:13]2[C:17]([C:20]3([C:23]4[CH:28]=[CH:27][C:26]([C:41]5[N:42]=[N:43][C:44]([CH3:47])=[CH:45][CH:46]=5)=[CH:25][C:24]=4[F:38])[CH2:22][CH2:21]3)=[N:18][N:19]=[C:12]2[CH2:11]1)([C:4]([CH3:5])([CH3:7])[CH3:6])([CH3:2])[CH3:3], predict the reactants needed to synthesize it. The reactants are: [Si:1]([O:8][CH2:9][C@:10]1([CH3:39])[S:16][CH2:15][CH2:14][N:13]2[C:17]([C:20]3([C:23]4[CH:28]=[CH:27][C:26](B5OC(C)(C)C(C)(C)O5)=[CH:25][C:24]=4[F:38])[CH2:22][CH2:21]3)=[N:18][N:19]=[C:12]2[CH2:11]1)([C:4]([CH3:7])([CH3:6])[CH3:5])([CH3:3])[CH3:2].Cl[C:41]1[N:42]=[N:43][C:44]([CH3:47])=[CH:45][CH:46]=1.C1(P(C2CCCCC2)C2CCCCC2)CCCCC1.P([O-])([O-])([O-])=O.[K+].[K+].[K+]. (3) Given the product [CH3:1][C:2]1[CH:7]=[C:6]([S:10][C:11]#[N:12])[C:5]([CH3:8])=[CH:4][C:3]=1[OH:9], predict the reactants needed to synthesize it. The reactants are: [CH3:1][C:2]1[CH:7]=[CH:6][C:5]([CH3:8])=[CH:4][C:3]=1[OH:9].[S-:10][C:11]#[N:12].[Na+].[Br-].[Na+].BrBr. (4) Given the product [C:18]([O:22][C:23]([NH:8][CH2:7][C:6]1[CH:9]=[CH:10][C:3]([Br:2])=[CH:4][CH:5]=1)=[O:24])([CH3:21])([CH3:20])[CH3:19], predict the reactants needed to synthesize it. The reactants are: Cl.[Br:2][C:3]1[CH:10]=[CH:9][C:6]([CH2:7][NH2:8])=[CH:5][CH:4]=1.C(N(CC)CC)C.[C:18]([O:22][C:23](O[C:23]([O:22][C:18]([CH3:21])([CH3:20])[CH3:19])=[O:24])=[O:24])([CH3:21])([CH3:20])[CH3:19]. (5) Given the product [Cl:1][C:2]1[CH:3]=[CH:4][C:5]([C:8]2[C:9]([O:17][CH2:18][CH:19]3[CH2:21][CH2:20]3)=[N:10][CH:11]=[C:12]([CH:16]=2)[C:13]([NH:53][C@@H:54]2[CH2:59][CH2:58][CH2:57][CH2:56][C@H:55]2[OH:60])=[O:15])=[CH:6][CH:7]=1, predict the reactants needed to synthesize it. The reactants are: [Cl:1][C:2]1[CH:7]=[CH:6][C:5]([C:8]2[C:9]([O:17][CH2:18][CH:19]3[CH2:21][CH2:20]3)=[N:10][CH:11]=[C:12]([CH:16]=2)[C:13]([OH:15])=O)=[CH:4][CH:3]=1.CN(C(ON1N=NC2C=CC=CC1=2)=[N+](C)C)C.[B-](F)(F)(F)F.C(N(CC)C(C)C)(C)C.[NH2:53][C@@H:54]1[CH2:59][CH2:58][CH2:57][CH2:56][C@H:55]1[OH:60]. (6) Given the product [NH2:7][CH2:8][C:9]1[CH:36]=[CH:35][C:12]2[N:13]([CH2:30][CH2:31][CH2:32][CH2:33][F:34])[C:14]([CH2:16][N:17]3[C:26]4[C:21](=[CH:22][CH:23]=[CH:24][CH:25]=4)[C:20]([O:27][CH3:28])=[CH:19][C:18]3=[O:29])=[N:15][C:11]=2[CH:10]=1, predict the reactants needed to synthesize it. The reactants are: C(OC(=O)[NH:7][CH2:8][C:9]1[CH:36]=[CH:35][C:12]2[N:13]([CH2:30][CH2:31][CH2:32][CH2:33][F:34])[C:14]([CH2:16][N:17]3[C:26]4[C:21](=[CH:22][CH:23]=[CH:24][CH:25]=4)[C:20]([O:27][CH3:28])=[CH:19][C:18]3=[O:29])=[N:15][C:11]=2[CH:10]=1)(C)(C)C.C(O)(C(F)(F)F)=O.C(Cl)(=O)C. (7) Given the product [C:44]([C:38]1[CH:39]=[CH:40][C:41]([B:16]([OH:21])[OH:17])=[C:42]([F:43])[C:37]=1[O:36][Si:33]([C:29]([CH3:32])([CH3:31])[CH3:30])([CH3:35])[CH3:34])([CH3:47])([CH3:46])[CH3:45], predict the reactants needed to synthesize it. The reactants are: CC1(C)CCCC(C)(C)N1.[Li]CCCC.[B:16](OC(C)C)([O:21]C(C)C)[O:17]C(C)C.[C:29]([Si:33]([O:36][C:37]1[C:42]([F:43])=[CH:41][CH:40]=[CH:39][C:38]=1[C:44]([CH3:47])([CH3:46])[CH3:45])([CH3:35])[CH3:34])([CH3:32])([CH3:31])[CH3:30].CC(O)=O. (8) Given the product [Cl:1][C:2]1[CH:3]=[CH:4][C:5]([S:9]([CH2:12][CH3:13])(=[O:11])=[O:10])=[C:6]([NH:7][NH2:24])[CH:8]=1, predict the reactants needed to synthesize it. The reactants are: [Cl:1][C:2]1[CH:3]=[CH:4][C:5]([S:9]([CH2:12][CH3:13])(=[O:11])=[O:10])=[C:6]([CH:8]=1)[NH2:7].C(SC1C=CC(F)=CC=1[NH:24]N)C. (9) Given the product [S:1]1[C:5]2[CH:6]=[CH:7][CH:8]=[CH:9][C:4]=2[C:3]([N:10]2[CH2:11][CH2:12][N:13]([CH2:16][CH2:17][C:18]3[CH:19]=[CH:20][C:21]([N:24]4[CH2:33][C:28]5[C:29](=[CH:30][CH:25]=[CH:26][CH:27]=5)[C:31]4=[O:32])=[CH:22][CH:23]=3)[CH2:14][CH2:15]2)=[N:2]1, predict the reactants needed to synthesize it. The reactants are: [S:1]1[C:5]2[CH:6]=[CH:7][CH:8]=[CH:9][C:4]=2[C:3]([N:10]2[CH2:15][CH2:14][N:13]([CH2:16][CH2:17][C:18]3[CH:23]=[CH:22][C:21]([NH2:24])=[CH:20][CH:19]=3)[CH2:12][CH2:11]2)=[N:2]1.[CH:25]1[CH:30]=[C:29]([CH:31]=[O:32])[C:28]([CH:33]=O)=[CH:27][CH:26]=1.C(O)(=O)C.